This data is from Drug-target binding data from BindingDB using Ki measurements. The task is: Regression. Given a target protein amino acid sequence and a drug SMILES string, predict the binding affinity score between them. We predict pKi (pKi = -log10(Ki in M); higher means stronger inhibition). Dataset: bindingdb_ki. (1) The small molecule is CSCC[C@H](NC(=O)[C@H](CCC(N)=O)NC(=O)[C@H](CCCCN)NC(=O)[C@H](CCCN=C(N)N)NC(=O)[C@H](CC(C)C)NC(=O)[C@H](CCCN=C(N)N)NC(=O)C(NC(=O)[C@H](Cc1ccc(O)cc1)NC(=O)[C@H](CC(N)=O)NC(=O)[C@H](CC(=O)O)NC(=O)[C@@H](NC(=O)[C@H](Cc1ccccc1)NC(=O)[C@@H](NC(=O)[C@H](C)NC(=O)[C@H](CC(=O)O)NC(=O)[C@H](CO)NC(=O)[C@@H](N)Cc1cnc[nH]1)C(C)C)[C@@H](C)O)[C@@H](C)O)C(=O)N[C@@H](C)C(=O)N[C@H](C(=O)N[C@@H](CCCCN)C(=O)N[C@@H](CCCCN)C(=O)N[C@@H](Cc1ccc(O)cc1)C(=O)N[C@@H](CC(C)C)C(=O)N[C@@H](CC(N)=O)C(=O)N[C@@H](CO)C(=O)N[C@@H](C)C(=O)N[C@@H](CC(C)C)C(=O)N[C@@H](CC(N)=O)C(N)=O)C(C)C. The target protein (P35000) has sequence MRASVVLTCYCWLLVRVSSIHPECRFHLEIQEEETKCAELLSSQMENHRACSGVWDNITCWRPADIGETVTVPCPKVFSNFYSRPGNISKNCTSDGWSETFPDFIDACGYNDPEDESKITFYILVKAIYTLGYSVSLMSLTTGSIIICLFRKLHCTRNYIHLNLFLSFMLRAISVLVKDSVLYSSSGTLRCHDQPGSWVGCKLSLVFFQYCIMANFYWLLVEGLYLHTLLVAILPPSRCFLAYLLIGWGIPSVCIGAWIATRLSLEDTGCWDTNDHSIPWWVIRMPILISIVVNFALFISIVRILLQKLTSPDVGGNDQSQYKRLAKSTLLLIPLFGVHYMVFAAFPIGISSTYQILFELCVGSFQGLVVAVLYCFLNSEVQCELKRRWRGLCLTQPGSRDYRLHSWSMSRNGSESALQIHRGSRTQSFLQSETSVI. The pKi is 8.7. (2) The small molecule is CN1C(=O)CN=C(c2ccccc2)c2cc(Cl)ccc21. The target protein (Q9Z0U4) has sequence MLLLLLVPLFLRPLGAGGAQTPNATSEGCQIIHPPWEGGIRYRGLTRDQVKAINFLPVDYEIEYVCRGEREVVGPKVRKCLANGSWTDMDTPSRCVRICSKSYLTLENGKVFLTGGDLPALDGARVEFRCDPDFHLVGSSRSVCSQGQWSTPKPHCQVNRTPHSERRAVYIGALFPMSGGWPGGQACQPAVEMALEDVNSRRDILPDYELKLIHHDSKCDPGQATKYLYELLYNDPIKIILMPGCSSVSTLVAEAARMWNLIVLSYGSSSPALSNRQRFPTFFRTHPSATLHNPTRVKLFEKWGWKKIATIQQTTEVFTSTLDDLEERVKEAGIEITFRQSFFSDPAVPVKNLKRQDARIIVGLFYETEARKVFCEVYKERLFGKKYVWFLIGWYADNWFKTYDPSINCTVEEMTEAVEGHITTEIVMLNPANTRSISNMTSQEFVEKLTKRLKRHPEETGGFQEAPLAYDAIWALALALNKTSGGGGRSGVRLEDFNYN.... The pKi is 7.7. (3) The compound is C=C=CCNCCCNCCCCCCCCNCCCNCC=C=C. The target protein (Q8C0L6) has sequence MAFPGPRVLVVGSGIAGLGAAQKLCSHRAAPHLRVLEATASAGGRIRSERCFGGVVELGAHWIHGPSQDNPVFQLAAEFGLLGEKELSEENQLVDTGGHVALPSMIWSSSGTSVSLELMTEMARLFYGLIERTREFLNESETPMASVGEFLKKEISQQVASWTEDDEDTRKRKLAILNTFFNIECCVSGTHSMDLVALAPFGEYTVLPGLDCILAGGYQGLTDRILASLPKDTVAFDKPVKTIHWNGSFQEAAFPGETFPVLVECEDGARLPAHHVIVTVPLGFLKEHQDTFFEPPLPAKKAEAIKKLGFGTNNKIFLEFEEPFWEPDCQFIQVVWEDTSPLQDTALSLQDTWFKKLIGFLVQPSFESSHVLCGFIAGLESEFMETLSDEEVLLSLTQVLRRVTGNPQLPAAKSVRRSQWHSAPYTRGSYSYVAVGSTGDDLDLMAQPLPEDGTGTQLQVLFAGEATHRTFYSTTHGALLSGWREADRLVSLWDSQVEQS.... The pKi is 5.6. (4) The small molecule is CN(C)c1cccc2c(S(=O)(=O)NCCNC(=O)CCCCCN3C[C@H](O)[C@@H](O)[C@H](O)[C@H]3CO)cccc12. The target protein (P27034) has sequence MIDDILDKMTLEEQVSLLSGADFWTTVAIERLGVPKIKVTDGPNGARGGGSLVGGVKSACFPVAIALGATWDPELIERAGVALGGQAKSKGASVLLAPTVNIHRSGLNGRNFECYSEDPALTAACAVAYINGVQSQGVAATIKHFVANESEIERQTMSSDVDERTLREIYLPPFEEAVKKAGVKAVMSSYNKLNGTYTSENPWLLTKVLREEWGFDGVVMSDWFGSHSTAETINAGLDLEMPGPWRDRGEKLVAAVREGKVKAETVRASARRILLLLERVGAFEKAPDLAEHALDLPEDRALIRQLGAEGAVLLKNDGVLPLAKSSFDQIAVIGPNAASARVMGGGSARIAAHYTVSPLEGIRAALSNANSLRHAVGCNNNRLIDVFSGEMTVEYFKGRGFESRPVHVETVEKGEFFWFDLPSGDLDLADFSARMTATFVPQETGEHIFGMTNAGLARLFVDGELVVDGYDGWTKGENFFGTANSEQRRAVTLGAARRYR.... The pKi is 6.8.